From a dataset of Catalyst prediction with 721,799 reactions and 888 catalyst types from USPTO. Predict which catalyst facilitates the given reaction. (1) Reactant: O[CH2:2][C:3]1[CH:28]=[CH:27][C:6]([O:7][C:8]2[N:13]=[CH:12][C:11]([NH:14][C:15](=[O:26])[C:16]3[CH:21]=[CH:20][C:19]([C:22]([F:25])([F:24])[F:23])=[CH:18][CH:17]=3)=[CH:10][CH:9]=2)=[CH:5][CH:4]=1.S(Cl)([Cl:31])=O.C(=O)(O)[O-].[Na+]. Product: [Cl:31][CH2:2][C:3]1[CH:28]=[CH:27][C:6]([O:7][C:8]2[N:13]=[CH:12][C:11]([NH:14][C:15](=[O:26])[C:16]3[CH:21]=[CH:20][C:19]([C:22]([F:25])([F:24])[F:23])=[CH:18][CH:17]=3)=[CH:10][CH:9]=2)=[CH:5][CH:4]=1. The catalyst class is: 4. (2) Reactant: [O:1]=[S:2]1(=[O:30])[C:8]2[CH:9]=[CH:10][C:11]([C:13]3[C:21]4[C:16](=[CH:17][C:18]([F:22])=[CH:19][CH:20]=4)[N:15](C(OC(C)(C)C)=O)[CH:14]=3)=[CH:12][C:7]=2[C:4]2([CH2:6][CH2:5]2)[NH:3]1.C(O)(C(F)(F)F)=O. Product: [F:22][C:18]1[CH:17]=[C:16]2[C:21]([C:13]([C:11]3[CH:10]=[CH:9][C:8]4[S:2](=[O:30])(=[O:1])[NH:3][C:4]5([CH2:5][CH2:6]5)[C:7]=4[CH:12]=3)=[CH:14][NH:15]2)=[CH:20][CH:19]=1. The catalyst class is: 2.